This data is from Forward reaction prediction with 1.9M reactions from USPTO patents (1976-2016). The task is: Predict the product of the given reaction. (1) Given the reactants [CH2:1]([O:3][C:4](=[O:19])[CH:5]([O:16][CH2:17][CH3:18])[CH2:6][C:7]1[CH:12]=[C:11]([F:13])[C:10]([OH:14])=[C:9]([F:15])[CH:8]=1)[CH3:2].[CH3:20][O:21][C:22]1[CH:23]=[C:24]([C:30]2[S:31][C:32]([CH3:38])=[C:33]([CH2:35][CH2:36]O)[N:34]=2)[CH:25]=[C:26]([O:28][CH3:29])[CH:27]=1.COC(=O)CC(=O)C(Br)C.COC1C=C(C=C(OC)C=1)C(N)=S.C1(P(C2C=CC=CC=2)C2C=CC=CC=2)C=CC=CC=1.N(C(OCC)=O)=NC(OCC)=O, predict the reaction product. The product is: [CH2:1]([O:3][C:4](=[O:19])[CH:5]([O:16][CH2:17][CH3:18])[CH2:6][C:7]1[CH:8]=[C:9]([F:15])[C:10]([O:14][CH2:36][CH2:35][C:33]2[N:34]=[C:30]([C:24]3[CH:25]=[C:26]([O:28][CH3:29])[CH:27]=[C:22]([O:21][CH3:20])[CH:23]=3)[S:31][C:32]=2[CH3:38])=[C:11]([F:13])[CH:12]=1)[CH3:2]. (2) Given the reactants O.C1(C)C=CC(S(O)(=O)=O)=CC=1.[OH:13][C:14]1[CH:19]=[CH:18][C:17]([NH:20][C:21](=[O:23])[CH3:22])=[C:16]([O:24][CH2:25][C@@:26]2([CH3:33])[CH2:30][O:29]C(C)(C)[O:27]2)[CH:15]=1, predict the reaction product. The product is: [OH:27][C@@:26]([CH3:33])([CH2:30][OH:29])[CH2:25][O:24][C:16]1[CH:15]=[C:14]([OH:13])[CH:19]=[CH:18][C:17]=1[NH:20][C:21](=[O:23])[CH3:22]. (3) Given the reactants [NH2:1][C@@H:2]([CH2:5][CH2:6][O:7][C:8]1[CH:13]=[CH:12][C:11]([Cl:14])=[CH:10][CH:9]=1)[CH2:3][OH:4].[N:15]#[C:16]Br, predict the reaction product. The product is: [Cl:14][C:11]1[CH:10]=[CH:9][C:8]([O:7][CH2:6][CH2:5][C@H:2]2[CH2:3][O:4][C:16]([NH2:15])=[N:1]2)=[CH:13][CH:12]=1.